From a dataset of Full USPTO retrosynthesis dataset with 1.9M reactions from patents (1976-2016). Predict the reactants needed to synthesize the given product. Given the product [NH:13]1[C:14]2[CH:19]=[CH:18][CH:17]=[CH:16][C:15]=2[N:11]=[C:12]1[C@H:8]([NH:9][C:10]([NH:31][CH2:30][CH2:29][C:26]1[CH:27]=[CH:28][N:23]=[CH:24][CH:25]=1)=[O:20])[CH2:7][C:6]1[CH:21]=[CH:22][C:3]([O:2][CH3:1])=[CH:4][CH:5]=1, predict the reactants needed to synthesize it. The reactants are: [CH3:1][O:2][C:3]1[CH:22]=[CH:21][C:6]([CH2:7][C@@H:8]2[C:12]3=[N:13][C:14]4[CH:19]=[CH:18][CH:17]=[CH:16][C:15]=4[N:11]3[C:10](=[O:20])[NH:9]2)=[CH:5][CH:4]=1.[N:23]1[CH:28]=[CH:27][C:26]([CH2:29][CH2:30][NH2:31])=[CH:25][CH:24]=1.C(O)(C(F)(F)F)=O.